From a dataset of Full USPTO retrosynthesis dataset with 1.9M reactions from patents (1976-2016). Predict the reactants needed to synthesize the given product. (1) Given the product [CH2:1]([NH:7][C:8]([C:19]1[N:20]([CH3:30])[C:21]([C:22]2[CH:27]=[CH:26][C:25]([Cl:28])=[CH:24][C:23]=2[Cl:29])=[C:17]([C:14]2[CH:15]=[CH:16][C:11]([Cl:10])=[CH:12][CH:13]=2)[N:18]=1)=[O:9])[CH2:2][CH2:3][CH2:4][CH2:5][CH3:6], predict the reactants needed to synthesize it. The reactants are: [CH2:1]([N:7]=[C:8]=[O:9])[CH2:2][CH2:3][CH2:4][CH2:5][CH3:6].[Cl:10][C:11]1[CH:16]=[CH:15][C:14]([C:17]2[N:18]=[CH:19][N:20]([CH3:30])[C:21]=2[C:22]2[CH:27]=[CH:26][C:25]([Cl:28])=[CH:24][C:23]=2[Cl:29])=[CH:13][CH:12]=1. (2) Given the product [CH3:29][C@H:23]1[CH2:24][CH2:25][CH2:26][C@@H:27]([CH3:28])[N:22]1[CH2:21][C:18]1[CH:19]=[CH:20][C:15]([C:13]2[CH:12]=[N:11][C:6]3[NH:7][C:8]4[CH:9]=[N:10][C:2]([C:34]5[CH:33]=[N:32][N:31]([CH3:30])[CH:35]=5)=[CH:3][C:4]=4[C:5]=3[CH:14]=2)=[CH:16][CH:17]=1, predict the reactants needed to synthesize it. The reactants are: Br[C:2]1[N:10]=[CH:9][C:8]2[NH:7][C:6]3[N:11]=[CH:12][C:13]([C:15]4[CH:20]=[CH:19][C:18]([CH2:21][N:22]5[C@H:27]([CH3:28])[CH2:26][CH2:25][CH2:24][C@@H:23]5[CH3:29])=[CH:17][CH:16]=4)=[CH:14][C:5]=3[C:4]=2[CH:3]=1.[CH3:30][N:31]1[CH:35]=[C:34](B2OC(C)(C)C(C)(C)O2)[CH:33]=[N:32]1. (3) Given the product [C:28]1([C:19]2[CH:20]=[CH:21][CH:22]=[CH:23][CH:24]=2)[CH:29]=[CH:30][C:31]([C:6]([N:8]2[CH2:12][C:11](=[N:13][O:14][CH3:15])[CH2:10][C@H:9]2[C:16]([NH:34][CH2:35][CH:36]([OH:45])[CH2:37][O:38][C:39]2[CH:44]=[CH:43][CH:42]=[CH:41][CH:40]=2)=[O:18])=[O:7])=[CH:32][CH:33]=1, predict the reactants needed to synthesize it. The reactants are: C(O[C:6]([N:8]1[CH2:12][C:11](=[N:13][O:14][CH3:15])[CH2:10][C@H:9]1[C:16]([OH:18])=O)=[O:7])(C)(C)C.[C:19]1([C:28]2[CH:33]=[CH:32][CH:31]=[CH:30][CH:29]=2)[CH:24]=[CH:23][C:22](C(Cl)=O)=[CH:21][CH:20]=1.[NH2:34][CH2:35][CH:36]([OH:45])[CH2:37][O:38][C:39]1[CH:44]=[CH:43][CH:42]=[CH:41][CH:40]=1. (4) Given the product [Br:12][C:13]1[CH:29]=[CH:28][C:16]([N:17]([CH2:18][CH2:19][O:20][Si:21]([C:24]([CH3:27])([CH3:26])[CH3:25])([CH3:22])[CH3:23])[C:8]([C:7]2[C:6]([Cl:11])=[N:5][CH:4]=[N:3][C:2]=2[Cl:1])=[O:9])=[CH:15][CH:14]=1, predict the reactants needed to synthesize it. The reactants are: [Cl:1][C:2]1[C:7]([C:8](Cl)=[O:9])=[C:6]([Cl:11])[N:5]=[CH:4][N:3]=1.[Br:12][C:13]1[CH:29]=[CH:28][C:16]([NH:17][CH2:18][CH2:19][O:20][Si:21]([C:24]([CH3:27])([CH3:26])[CH3:25])([CH3:23])[CH3:22])=[CH:15][CH:14]=1.C(N(CC)CC)C. (5) The reactants are: [Cl:1][C:2]1[CH:7]=[CH:6][C:5]([CH2:8][CH2:9][NH2:10])=[CH:4][CH:3]=1.CCN(CC)CC.[Cl:18][CH2:19][C:20](Cl)=[O:21]. Given the product [Cl:18][CH2:19][C:20]([NH:10][CH2:9][CH2:8][C:5]1[CH:6]=[CH:7][C:2]([Cl:1])=[CH:3][CH:4]=1)=[O:21], predict the reactants needed to synthesize it. (6) Given the product [F:68][C:35]([F:34])([F:69])[C:36]1[CH:37]=[C:38]([CH:65]=[CH:66][CH:67]=1)[O:39][C:40]1[CH:41]=[C:42]([C:46]2[N:55]([CH2:56][CH2:57][N:58]3[CH2:59][CH2:60][CH2:61][CH2:62][CH2:63]3)[C:54](=[O:64])[C:53]3[CH:52]=[CH:51][CH:50]=[CH:49][C:48]=3[N:47]=2)[CH:43]=[CH:44][CH:45]=1, predict the reactants needed to synthesize it. The reactants are: C1(C(C2C=CC=CC=2)=CC2N(CCN3CCCCC3)C(=O)C3C=CC=CC=3N=2)C=CC=CC=1.[F:34][C:35]([F:69])([F:68])[C:36]1[CH:37]=[C:38]([CH:65]=[CH:66][CH:67]=1)[O:39][C:40]1[CH:41]=[C:42]([CH:46]2[N:55]([CH2:56][CH2:57][N:58]3[CH2:63][CH2:62][CH2:61][CH2:60][CH2:59]3)[C:54](=[O:64])[C:53]3[C:48](=[CH:49][CH:50]=[CH:51][CH:52]=3)[NH:47]2)[CH:43]=[CH:44][CH:45]=1. (7) Given the product [N:40]12[CH2:47][CH2:46][CH:43]([CH2:44][CH2:45]1)[C@@H:42]([O:13][C:12](=[O:14])[CH:11]([NH:10][C:5]1[CH:6]=[CH:7][C:8]([CH3:9])=[C:3]([F:2])[CH:4]=1)[C:15]1[CH:16]=[CH:17][CH:18]=[CH:19][CH:20]=1)[CH2:41]2, predict the reactants needed to synthesize it. The reactants are: Cl.[F:2][C:3]1[CH:4]=[C:5]([NH:10][CH:11]([C:15]2[CH:20]=[CH:19][CH:18]=[CH:17][CH:16]=2)[C:12]([OH:14])=[O:13])[CH:6]=[CH:7][C:8]=1[CH3:9].C1C=CC2N(O)N=NC=2C=1.CCN(C(C)C)C(C)C.[N:40]12[CH2:47][CH2:46][CH:43]([CH2:44][CH2:45]1)[C@@H:42](O)[CH2:41]2. (8) Given the product [C:1]([N:4]1[C:13]2[C:8](=[CH:9][CH:10]=[CH:11][CH:12]=2)[C@H:7]([O:14][C:22]2[CH:23]=[CH:24][C:19]([N+:16]([O-:18])=[O:17])=[CH:20][CH:21]=2)[CH2:6][C@@H:5]1[CH3:15])(=[O:3])[CH3:2], predict the reactants needed to synthesize it. The reactants are: [C:1]([N:4]1[C:13]2[C:8](=[CH:9][CH:10]=[CH:11][CH:12]=2)[C@H:7]([OH:14])[CH2:6][C@@H:5]1[CH3:15])(=[O:3])[CH3:2].[N+:16]([C:19]1[CH:24]=[CH:23][C:22](O)=[CH:21][CH:20]=1)([O-:18])=[O:17]. (9) Given the product [NH2:1][C:2]1[C:6]2[CH:7]=[N:8][C:9]([NH:11][C:12]([NH:14][C@@H:15]([C:17]3[CH:22]=[CH:21][CH:20]=[CH:19][CH:18]=3)[CH3:16])=[O:13])=[CH:10][C:5]=2[NH:4][N:3]=1, predict the reactants needed to synthesize it. The reactants are: [NH2:1][C:2]1[C:6]2[CH:7]=[N:8][C:9]([NH:11][C:12]([NH:14][C@@H:15]([C:17]3[CH:22]=[CH:21][CH:20]=[CH:19][CH:18]=3)[CH3:16])=[O:13])=[CH:10][C:5]=2[N:4](C(C2C=CC=CC=2)(C2C=CC=CC=2)C2C=CC=CC=2)[N:3]=1.C([SiH](CC)CC)C.FC(F)(F)C(O)=O.